From a dataset of Full USPTO retrosynthesis dataset with 1.9M reactions from patents (1976-2016). Predict the reactants needed to synthesize the given product. The reactants are: [CH2:1]([O:3][C:4](=[O:30])[CH:5]([NH2:29])[CH2:6][C:7]1[C:15]2[C:10](=[CH:11][C:12]([C:16]3[CH:21]=[CH:20][C:19]([O:22][C:23]4[CH:28]=[CH:27][CH:26]=[CH:25][CH:24]=4)=[CH:18][CH:17]=3)=[CH:13][CH:14]=2)[NH:9][CH:8]=1)[CH3:2].[NH3:31].C[CH2:33][O:34]C(C)=O. Given the product [CH3:2][CH2:1][O:3][C:4]([CH3:5])=[O:30].[CH3:33][OH:34].[NH4+:9].[OH-:3].[NH2:29][CH:5]([CH2:6][C:7]1[C:15]2[C:10](=[CH:11][C:12]([C:16]3[CH:21]=[CH:20][C:19]([O:22][C:23]4[CH:24]=[CH:25][CH:26]=[CH:27][CH:28]=4)=[CH:18][CH:17]=3)=[CH:13][CH:14]=2)[NH:9][CH:8]=1)[C:4]([NH2:31])=[O:3], predict the reactants needed to synthesize it.